From a dataset of Catalyst prediction with 721,799 reactions and 888 catalyst types from USPTO. Predict which catalyst facilitates the given reaction. Product: [CH:28]1([C:31]2[N:35]([CH2:2][C:3]3[N:4]=[C:5]4[S:12][C:11]([C:13]([F:16])([F:15])[F:14])=[C:10]([C:17]([NH:19][CH2:20][CH3:21])=[O:18])[N:6]4[C:7](=[O:9])[CH:8]=3)[N:34]=[C:33]([C:36]([F:38])([F:39])[F:37])[CH:32]=2)[CH2:29][CH2:30]1.[CH:28]1([C:31]2[CH:32]=[C:33]([C:36]([F:38])([F:39])[F:37])[N:34]([CH2:2][C:3]3[N:4]=[C:5]4[S:12][C:11]([C:13]([F:16])([F:15])[F:14])=[C:10]([C:17]([NH:19][CH2:20][CH3:21])=[O:18])[N:6]4[C:7](=[O:9])[CH:8]=3)[N:35]=2)[CH2:29][CH2:30]1. The catalyst class is: 10. Reactant: Cl[CH2:2][C:3]1[N:4]=[C:5]2[S:12][C:11]([C:13]([F:16])([F:15])[F:14])=[C:10]([C:17]([NH:19][CH2:20][CH3:21])=[O:18])[N:6]2[C:7](=[O:9])[CH:8]=1.C(=O)([O-])[O-].[K+].[K+].[CH:28]1([C:31]2[NH:35][N:34]=[C:33]([C:36]([F:39])([F:38])[F:37])[CH:32]=2)[CH2:30][CH2:29]1.